From a dataset of Full USPTO retrosynthesis dataset with 1.9M reactions from patents (1976-2016). Predict the reactants needed to synthesize the given product. (1) Given the product [CH3:28][O:29][C:30]1[CH:31]=[C:32]([NH:38][C:39]([NH:1][C:2]2[CH:3]=[CH:4][C:5]([O:12][CH2:13][CH2:14][CH:15]([C:16]3[CH:17]=[CH:18][CH:19]=[CH:20][CH:21]=3)[C:22]3[CH:23]=[CH:24][CH:25]=[CH:26][CH:27]=3)=[C:6]([C:8](=[O:11])[CH2:9][CH3:10])[CH:7]=2)=[O:40])[CH:33]=[CH:34][C:35]=1[O:36][CH3:37], predict the reactants needed to synthesize it. The reactants are: [NH2:1][C:2]1[CH:3]=[CH:4][C:5]([O:12][CH2:13][CH2:14][CH:15]([C:22]2[CH:27]=[CH:26][CH:25]=[CH:24][CH:23]=2)[C:16]2[CH:21]=[CH:20][CH:19]=[CH:18][CH:17]=2)=[C:6]([C:8](=[O:11])[CH2:9][CH3:10])[CH:7]=1.[CH3:28][O:29][C:30]1[CH:31]=[C:32]([N:38]=[C:39]=[O:40])[CH:33]=[CH:34][C:35]=1[O:36][CH3:37]. (2) Given the product [Si:24]([O:23][C@H:20]1[CH2:21][CH2:22][C@H:17]([N:4]2[C:5]3[N:6]=[C:7]([NH:11][CH:12]([CH2:14][CH2:15][CH3:16])[CH3:13])[N:8]=[CH:9][C:10]=3[C:2]([C:36]3[CH:37]=[CH:38][C:33]([CH:31]=[O:32])=[CH:34][CH:35]=3)=[CH:3]2)[CH2:18][CH2:19]1)([C:27]([CH3:30])([CH3:29])[CH3:28])([CH3:26])[CH3:25], predict the reactants needed to synthesize it. The reactants are: Br[C:2]1[C:10]2[CH:9]=[N:8][C:7]([NH:11][CH:12]([CH2:14][CH2:15][CH3:16])[CH3:13])=[N:6][C:5]=2[N:4]([C@H:17]2[CH2:22][CH2:21][C@H:20]([O:23][Si:24]([C:27]([CH3:30])([CH3:29])[CH3:28])([CH3:26])[CH3:25])[CH2:19][CH2:18]2)[CH:3]=1.[CH:31]([C:33]1[CH:38]=[CH:37][C:36](B(O)O)=[CH:35][CH:34]=1)=[O:32].C([O-])([O-])=O.[K+].[K+]. (3) Given the product [NH2:17][C:13]1[CH:12]=[C:11]([C:9]2[N:8]([C:27]3[CH:28]=[CH:29][C:30]([F:33])=[CH:31][CH:32]=3)[C:7](=[O:34])[N:6]([CH2:5][C:4]3[CH:35]=[CH:36][CH:37]=[CH:38][C:3]=3[C:1]#[N:2])[CH:10]=2)[CH:16]=[CH:15][N:14]=1, predict the reactants needed to synthesize it. The reactants are: [C:1]([C:3]1[CH:38]=[CH:37][CH:36]=[CH:35][C:4]=1[CH2:5][N:6]1[CH:10]=[C:9]([C:11]2[CH:16]=[CH:15][N:14]=[C:13]([NH:17]CC3C=CC(OC)=CC=3)[CH:12]=2)[N:8]([C:27]2[CH:32]=[CH:31][C:30]([F:33])=[CH:29][CH:28]=2)[C:7]1=[O:34])#[N:2].Br.C(O)(=O)C.